Dataset: Forward reaction prediction with 1.9M reactions from USPTO patents (1976-2016). Task: Predict the product of the given reaction. (1) Given the reactants [CH3:1][NH:2][CH:3]([CH2:5]/[CH:6]=[CH:7]/[C:8]1[CH:9]=[N:10][C:11]([OH:14])=[CH:12][CH:13]=1)[CH3:4].[C:15]([OH:20])(=[O:19])[C:16]([OH:18])=[O:17].CC(O)C, predict the reaction product. The product is: [C:15]([OH:20])(=[O:19])[C:16]([OH:18])=[O:17].[CH3:1][NH:2][CH:3]([CH2:5]/[CH:6]=[CH:7]/[C:8]1[CH:9]=[N:10][C:11]([OH:14])=[CH:12][CH:13]=1)[CH3:4]. (2) Given the reactants C=C.[C:3](=[O:6])([OH:5])[OH:4].[CH:7]([CH:9]=[CH2:10])=[CH2:8], predict the reaction product. The product is: [CH2:7]=[CH2:8].[C:3](=[O:4])([OH:6])[OH:5].[CH:7]([CH:9]=[CH2:10])=[CH2:8]. (3) Given the reactants [OH:1][C@@H:2]1[CH2:6][N:5]([C:7]([O:9][C:10]([CH3:13])([CH3:12])[CH3:11])=[O:8])[C@H:4]([C:14]([O:16]C)=[O:15])[CH2:3]1.CO.[OH-].[Na+], predict the reaction product. The product is: [C:10]([O:9][C:7]([N:5]1[CH2:6][C@@H:2]([OH:1])[CH2:3][C@H:4]1[C:14]([OH:16])=[O:15])=[O:8])([CH3:13])([CH3:11])[CH3:12]. (4) Given the reactants C([O:4][C:5]1[CH:6]=[C:7](/[CH:13]=[CH:14]/[C:15]([OH:17])=O)[CH:8]=[CH:9][C:10]=1[O:11][CH3:12])(=O)C.O=S(Cl)Cl.[CH3:22][N:23]1[C:27]([CH2:28][N:29]2[C:37]3[C:32](=[CH:33][CH:34]=[CH:35][C:36]=3[NH2:38])[CH:31]=[CH:30]2)=[CH:26][N:25]=[CH:24]1, predict the reaction product. The product is: [OH:4][C:5]1[CH:6]=[C:7](/[CH:13]=[CH:14]/[C:15]([NH:38][C:36]2[CH:35]=[CH:34][CH:33]=[C:32]3[C:37]=2[N:29]([CH2:28][C:27]2[N:23]([CH3:22])[CH:24]=[N:25][CH:26]=2)[CH:30]=[CH:31]3)=[O:17])[CH:8]=[CH:9][C:10]=1[O:11][CH3:12]. (5) Given the reactants Br[C:2]1[CH:9]=[C:8]([F:10])[CH:7]=[CH:6][C:3]=1[C:4]#[N:5].[O:11]1[CH2:15][C:14](=O)[N:13]=[C-:12]1.C([O-])([O-])=[O:18].[K+].[K+].CC1(C)C2C(=C(P(C3C=CC=CC=3)C3C=CC=CC=3)C=CC=2)OC2C(P(C3C=CC=CC=3)C3C=CC=CC=3)=CC=CC1=2, predict the reaction product. The product is: [F:10][C:8]1[CH:7]=[CH:6][C:3]([C:4]#[N:5])=[C:2]([N:13]2[CH2:14][CH2:15][O:11][C:12]2=[O:18])[CH:9]=1. (6) Given the reactants Cl[C:2]1[C:11]2[C:6](=[CH:7][CH:8]=[CH:9][CH:10]=2)[N:5]=[CH:4][C:3]=1[N+:12]([O-:14])=[O:13].Cl.[NH2:16][CH2:17][CH2:18][CH2:19][CH2:20][CH2:21][CH2:22][CH2:23][CH2:24][CH2:25][CH2:26][CH2:27][C:28]([O:30][CH2:31][CH3:32])=[O:29].C(=O)([O-])[O-].[K+].[K+].C(N(CC)CC)C, predict the reaction product. The product is: [N+:12]([C:3]1[CH:4]=[N:5][C:6]2[C:11]([C:2]=1[NH:16][CH2:17][CH2:18][CH2:19][CH2:20][CH2:21][CH2:22][CH2:23][CH2:24][CH2:25][CH2:26][CH2:27][C:28]([O:30][CH2:31][CH3:32])=[O:29])=[CH:10][CH:9]=[CH:8][CH:7]=2)([O-:14])=[O:13]. (7) Given the reactants [C:1]1([CH2:6][C@H:7]([NH:13][C:14](=[O:20])[O:15][C:16]([CH3:19])([CH3:18])[CH3:17])[C:8](=[O:12])[C:9]([CH3:11])=[CH2:10])[CH2:5][CH2:4][CH2:3][CH:2]=1.[OH2:21], predict the reaction product. The product is: [C:1]1([CH2:6][C@H:7]([NH:13][C:14](=[O:20])[O:15][C:16]([CH3:19])([CH3:18])[CH3:17])[C:8]([C@@:9]2([CH3:11])[CH2:10][O:21]2)=[O:12])[CH2:5][CH2:4][CH2:3][CH:2]=1. (8) The product is: [CH2:1]([O:3][C:4]1[CH:5]=[CH:6][C:7]([F:13])=[C:8]([C:15]2[CH:20]=[CH:19][N:18]=[C:17]([C@H:21]3[CH2:25][CH2:24][C@:23]4([CH2:29][CH2:28][N:27]([CH3:30])[C:26]4=[O:31])[N:22]3[C:32]([O:34][C:35]([CH3:37])([CH3:36])[CH3:38])=[O:33])[C:16]=2[CH3:39])[CH:9]=1)[CH3:2]. Given the reactants [CH2:1]([O:3][C:4]1[CH:5]=[CH:6][C:7]([F:13])=[C:8](B(O)O)[CH:9]=1)[CH3:2].Br[C:15]1[CH:20]=[CH:19][N:18]=[C:17]([C@H:21]2[CH2:25][CH2:24][C@:23]3([CH2:29][CH2:28][N:27]([CH3:30])[C:26]3=[O:31])[N:22]2[C:32]([O:34][C:35]([CH3:38])([CH3:37])[CH3:36])=[O:33])[C:16]=1[CH3:39].C(=O)([O-])[O-].[Na+].[Na+], predict the reaction product. (9) Given the reactants [Br:1][C:2]1[CH:3]=[N:4][C:5]([O:8]N2C3=NC=CC=C3N=N2)=[N:6][CH:7]=1.COOB([C:23]1[CH:24]=[N:25][CH:26]=[CH:27][CH:28]=1)O.[C:29]([O-])([O-])=[O:30].[Cs+].[Cs+], predict the reaction product. The product is: [Br:1][C:2]1[CH:7]=[N:6][C:5]([O:8][C:27]2[C:26]([O:30][CH3:29])=[N:25][CH:24]=[CH:23][CH:28]=2)=[N:4][CH:3]=1.